The task is: Predict the product of the given reaction.. This data is from Forward reaction prediction with 1.9M reactions from USPTO patents (1976-2016). (1) Given the reactants OC(C)(C)CN1C=C[C:6]([NH:9][C:10](=[O:30])[C@@H:11]([N:16]2[CH2:20][C:19]([O:21][C:22]3[CH:27]=[CH:26][CH:25]=[CH:24][C:23]=3[Cl:28])=[CH:18][C:17]2=[O:29])[CH2:12][CH:13]([CH3:15])[CH3:14])=[N:5]1.Cl.CN(C)CCCN=C=NCC.ON1C2C=CC=CC=2N=N1.[CH2:55]([C:57]1N=C(N)[S:59][N:58]=1)[CH3:56], predict the reaction product. The product is: [CH2:55]([C:57]1[N:5]=[C:6]([NH:9][C:10](=[O:30])[C@@H:11]([N:16]2[CH2:20][C:19]([O:21][C:22]3[CH:27]=[CH:26][CH:25]=[CH:24][C:23]=3[Cl:28])=[CH:18][C:17]2=[O:29])[CH2:12][CH:13]([CH3:14])[CH3:15])[S:59][N:58]=1)[CH3:56]. (2) Given the reactants Cl[C:2]1[O:3][C:4]([C:7]2[N:8]([C:17]([O:19][C:20]([CH3:23])([CH3:22])[CH3:21])=[O:18])[C:9]3[C:14]([CH:15]=2)=[CH:13][C:12]([F:16])=[CH:11][CH:10]=3)=[CH:5][N:6]=1.[NH2:24][C:25]1[CH:26]=[C:27]([NH:31][S:32]([CH3:35])(=[O:34])=[O:33])[CH:28]=[CH:29][CH:30]=1, predict the reaction product. The product is: [F:16][C:12]1[CH:13]=[C:14]2[C:9](=[CH:10][CH:11]=1)[N:8]([C:17]([O:19][C:20]([CH3:23])([CH3:22])[CH3:21])=[O:18])[C:7]([C:4]1[O:3][C:2]([NH:24][C:25]3[CH:30]=[CH:29][CH:28]=[C:27]([NH:31][S:32]([CH3:35])(=[O:34])=[O:33])[CH:26]=3)=[N:6][CH:5]=1)=[CH:15]2.